This data is from Forward reaction prediction with 1.9M reactions from USPTO patents (1976-2016). The task is: Predict the product of the given reaction. Given the reactants [O:1]1[C:9]2[C:4](=[N:5][CH:6]=[CH:7][CH:8]=2)[N:3]=[C:2]1[C:10]1[CH:11]=[C:12]([CH:16]=[CH:17][CH:18]=1)[C:13]([OH:15])=O.[CH3:19][O:20][C:21]1[CH:22]=[C:23]([CH:25]=[C:26]([O:30][CH3:31])[C:27]=1[O:28][CH3:29])[NH2:24].CN(C(ON1N=NC2C=CC=NC1=2)=[N+](C)C)C.F[P-](F)(F)(F)(F)F.CCN(C(C)C)C(C)C, predict the reaction product. The product is: [O:1]1[C:9]2[C:4](=[N:5][CH:6]=[CH:7][CH:8]=2)[N:3]=[C:2]1[C:10]1[CH:11]=[C:12]([CH:16]=[CH:17][CH:18]=1)[C:13]([NH:24][C:23]1[CH:25]=[C:26]([O:30][CH3:31])[C:27]([O:28][CH3:29])=[C:21]([O:20][CH3:19])[CH:22]=1)=[O:15].